The task is: Predict the reaction yield, written as a fraction of the theoretical maximum amount of product (1.0 means a 100% yield; for example, 0.34 means a 34% yield).. This data is from Reaction yield outcomes from USPTO patents with 853,638 reactions. The reactants are Br[C:2]1[C:3](=[O:33])[N:4]([CH2:22][C:23]2[CH:32]=[CH:31][C:26]([C:27]([O:29][CH3:30])=[O:28])=[CH:25][CH:24]=2)[C:5]2[C:10]([C:11]=1[O:12][CH2:13][C:14]1[CH:19]=[CH:18][C:17]([F:20])=[CH:16][C:15]=1[F:21])=[CH:9][CH:8]=[CH:7][CH:6]=2. The catalyst is CO.[Pd].CC([O-])=O.CC([O-])=O.[Pd+2]. The product is [F:21][C:15]1[CH:16]=[C:17]([F:20])[CH:18]=[CH:19][C:14]=1[CH2:13][O:12][C:11]1[C:10]2[C:5](=[CH:6][CH:7]=[CH:8][CH:9]=2)[N:4]([CH2:22][C:23]2[CH:32]=[CH:31][C:26]([C:27]([O:29][CH3:30])=[O:28])=[CH:25][CH:24]=2)[C:3](=[O:33])[CH:2]=1. The yield is 0.510.